Dataset: Forward reaction prediction with 1.9M reactions from USPTO patents (1976-2016). Task: Predict the product of the given reaction. (1) Given the reactants CCOC(/N=N/C(OCC)=O)=O.[Si:13]([O:20][CH2:21][C@H:22]([OH:24])[CH3:23])([C:16]([CH3:19])([CH3:18])[CH3:17])([CH3:15])[CH3:14].C1C=CC(P(C2C=CC=CC=2)C2C=CC=CC=2)=CC=1.O[N:45]1[C:49](=[O:50])[C:48]2=[CH:51][CH:52]=[CH:53][CH:54]=[C:47]2[C:46]1=[O:55], predict the reaction product. The product is: [Si:13]([O:20][CH2:21][C@@H:22]([O:24][N:45]1[C:49](=[O:50])[C:48]2[C:47](=[CH:54][CH:53]=[CH:52][CH:51]=2)[C:46]1=[O:55])[CH3:23])([C:16]([CH3:19])([CH3:18])[CH3:17])([CH3:15])[CH3:14]. (2) Given the reactants Cl[C:2]1[CH:7]=[C:6]([CH2:8][N:9]2[C:13]([CH3:15])([CH3:14])[C:12](=[O:16])[N:11]([C:17]3[CH:22]=[CH:21][C:20]([S:23][C:24]([F:27])([F:26])[F:25])=[CH:19][CH:18]=3)[C:10]2=[O:28])[CH:5]=[CH:4][N:3]=1.CC1(C)C2C=CC(P(C3C=CC=CC=3)C3C=CC=CC=3)=CC=2OC2C1=CC=C(P(C1C=CC=CC=1)C1C=CC=CC=1)C=2.C(=O)([O-])[O-].[Cs+].[Cs+].[F:77][C:78]1[CH:79]=[C:80]([CH:82]=[CH:83][CH:84]=1)[NH2:81], predict the reaction product. The product is: [F:77][C:78]1[CH:79]=[C:80]([NH:81][C:2]2[CH:7]=[C:6]([CH2:8][N:9]3[C:13]([CH3:14])([CH3:15])[C:12](=[O:16])[N:11]([C:17]4[CH:22]=[CH:21][C:20]([S:23][C:24]([F:26])([F:25])[F:27])=[CH:19][CH:18]=4)[C:10]3=[O:28])[CH:5]=[CH:4][N:3]=2)[CH:82]=[CH:83][CH:84]=1. (3) Given the reactants I[C:2]1[CH:7]=[CH:6][N:5]=[C:4]2[N:8](C(=O)C)[CH:9]=[CH:10][C:3]=12.C(N(CC)CC)C.CO.[C]=O.C[CH2:26][O:27][C:28](C)=[O:29], predict the reaction product. The product is: [NH:8]1[C:4]2[N:5]=[CH:6][CH:7]=[C:2]([C:28]([O:27][CH3:26])=[O:29])[C:3]=2[CH:10]=[CH:9]1. (4) Given the reactants [C:1]([N:5]1[CH2:10][C:9]2[CH:11]=[C:12]([C:25]([CH3:28])([CH3:27])[CH3:26])[CH:13]=[C:14]([C:15]3[CH:16]=[N:17][C:18]([C:21]([F:24])([F:23])[F:22])=[CH:19][CH:20]=3)[C:8]=2[O:7][CH2:6]1)([CH3:4])([CH3:3])[CH3:2].[CH:29]1([Mg][Cl:36])[CH2:34][CH2:33][CH2:32][CH2:31][CH2:30]1.C(OCC)C.C(O)C, predict the reaction product. The product is: [ClH:36].[C:25]([C:12]1[CH:13]=[C:14]([C:15]2[CH:16]=[N:17][C:18]([C:21]([F:24])([F:22])[F:23])=[CH:19][CH:20]=2)[C:8]([OH:7])=[C:9]([CH2:10][N:5]([C:1]([CH3:4])([CH3:3])[CH3:2])[CH2:6][CH:29]2[CH2:34][CH2:33][CH2:32][CH2:31][CH2:30]2)[CH:11]=1)([CH3:27])([CH3:26])[CH3:28]. (5) Given the reactants [CH2:1]([O:3][C:4]([N:6]1[C:15]2[C:10](=[CH:11][C:12]([C:16]([F:19])([F:18])[F:17])=[CH:13][CH:14]=2)[C@H:9]([NH2:20])[CH2:8][C@@H:7]1[CH2:21][CH3:22])=[O:5])[CH3:2].C(O)(=O)C.[F:27][C:28]([F:42])([F:41])[C:29]1[CH:30]=[C:31]([CH:34]=[C:35]([C:37]([F:40])([F:39])[F:38])[CH:36]=1)[CH:32]=O.C(O[BH-](OC(=O)C)OC(=O)C)(=O)C.[Na+], predict the reaction product. The product is: [CH2:1]([O:3][C:4]([N:6]1[C:15]2[C:10](=[CH:11][C:12]([C:16]([F:17])([F:18])[F:19])=[CH:13][CH:14]=2)[C@H:9]([NH:20][CH2:32][C:31]2[CH:34]=[C:35]([C:37]([F:39])([F:40])[F:38])[CH:36]=[C:29]([C:28]([F:27])([F:41])[F:42])[CH:30]=2)[CH2:8][C@@H:7]1[CH2:21][CH3:22])=[O:5])[CH3:2]. (6) Given the reactants [NH2:1][C:2]1[CH:11]=[CH:10][CH:9]=[C:8]2[C:3]=1[CH2:4][CH2:5][CH2:6][C:7]2=[O:12].[Cl:13]N1C(=O)CCC1=O.O, predict the reaction product. The product is: [NH2:1][C:2]1[CH:11]=[CH:10][C:9]([Cl:13])=[C:8]2[C:3]=1[CH2:4][CH2:5][CH2:6][C:7]2=[O:12]. (7) Given the reactants C(N(C(C)C)CC)(C)C.[Cl:10][C:11]1[CH:16]=[CH:15][CH:14]=[CH:13][C:12]=1[N:17]1[C:21]([C:22]2[CH:27]=[CH:26][C:25]([Cl:28])=[CH:24][CH:23]=2)=[C:20]([NH:29][CH2:30][CH:31]2[CH2:35][CH2:34][CH2:33][NH:32]2)[C:19]([C:36]([OH:38])=O)=[N:18]1.CN(C(ON1N=NC2C=CC=NC1=2)=[N+](C)C)C.F[P-](F)(F)(F)(F)F, predict the reaction product. The product is: [Cl:28][C:25]1[CH:26]=[CH:27][C:22]([C:21]2[N:17]([C:12]3[CH:13]=[CH:14][CH:15]=[CH:16][C:11]=3[Cl:10])[N:18]=[C:19]3[C:20]=2[NH:29][CH2:30][CH:31]2[CH2:35][CH2:34][CH2:33][N:32]2[C:36]3=[O:38])=[CH:23][CH:24]=1.